Dataset: Reaction yield outcomes from USPTO patents with 853,638 reactions. Task: Predict the reaction yield, written as a fraction of the theoretical maximum amount of product (1.0 means a 100% yield; for example, 0.34 means a 34% yield). (1) The reactants are [CH:1]1([N:4]([CH2:7][C:8]2[CH:13]=[CH:12][C:11]([C:14]#[C:15][C:16]3[CH:26]=[CH:25][C:19]([C:20]([O:22]CC)=[O:21])=[CH:18][CH:17]=3)=[CH:10][C:9]=2[CH:27]([CH3:29])[CH3:28])[CH2:5][CH3:6])[CH2:3][CH2:2]1.[OH-].[Na+]. The catalyst is C(O)C.O1CCCC1. The product is [CH:1]1([N:4]([CH2:7][C:8]2[CH:13]=[CH:12][C:11]([C:14]#[C:15][C:16]3[CH:26]=[CH:25][C:19]([C:20]([OH:22])=[O:21])=[CH:18][CH:17]=3)=[CH:10][C:9]=2[CH:27]([CH3:28])[CH3:29])[CH2:5][CH3:6])[CH2:2][CH2:3]1. The yield is 0.720. (2) The reactants are [NH2:1][C:2]1[CH:3]=[C:4]([CH:21]=[CH:22][C:23]=1[F:24])[O:5][C:6]1[CH:7]=[CH:8][C:9]2[N:10]([CH:12]=[C:13]([NH:15][C:16]([CH:18]3[CH2:20][CH2:19]3)=[O:17])[N:14]=2)[N:11]=1.[CH3:25][N:26]1[C:30]([C:31](Cl)=[O:32])=[CH:29][C:28]([CH3:34])=[N:27]1.C(=O)([O-])O.[Na+]. The catalyst is CN(C)C(=O)C. The product is [CH:18]1([C:16]([NH:15][C:13]2[N:14]=[C:9]3[CH:8]=[CH:7][C:6]([O:5][C:4]4[CH:21]=[CH:22][C:23]([F:24])=[C:2]([NH:1][C:31]([C:30]5[N:26]([CH3:25])[N:27]=[C:28]([CH3:34])[CH:29]=5)=[O:32])[CH:3]=4)=[N:11][N:10]3[CH:12]=2)=[O:17])[CH2:20][CH2:19]1. The yield is 0.650. (3) The reactants are [CH2:1]([O:3][C:4]([C:6]1[CH:7]=[N:8][N:9]([C:11]2[N:15](COCCOC)[C:14]3[CH:22]=[C:23]([S:27]([CH:30]([CH3:32])[CH3:31])(=[O:29])=[O:28])[C:24]([Cl:26])=[CH:25][C:13]=3[N:12]=2)[CH:10]=1)=[O:5])[CH3:2].Cl.C(OCC)C. The catalyst is C(O)C.O1CCOCC1. The product is [CH2:1]([O:3][C:4]([C:6]1[CH:7]=[N:8][N:9]([C:11]2[NH:15][C:14]3[CH:22]=[C:23]([S:27]([CH:30]([CH3:31])[CH3:32])(=[O:29])=[O:28])[C:24]([Cl:26])=[CH:25][C:13]=3[N:12]=2)[CH:10]=1)=[O:5])[CH3:2]. The yield is 0.920.